This data is from Catalyst prediction with 721,799 reactions and 888 catalyst types from USPTO. The task is: Predict which catalyst facilitates the given reaction. Reactant: [Cl:1][C:2]1[N:6]([CH3:7])[N:5]=[C:4]([C:8]([F:11])([F:10])[F:9])[C:3]=1[CH2:12]O.P(Br)(Br)[Br:15]. Product: [Br:15][CH2:12][C:3]1[C:4]([C:8]([F:11])([F:10])[F:9])=[N:5][N:6]([CH3:7])[C:2]=1[Cl:1]. The catalyst class is: 27.